From a dataset of Full USPTO retrosynthesis dataset with 1.9M reactions from patents (1976-2016). Predict the reactants needed to synthesize the given product. (1) Given the product [C:1]([C:4]1[CH:9]=[CH:8][CH:7]=[CH:6][C:5]=1[NH:10][C:11]1[CH:12]=[C:13]([NH:18][C:19]2[C:24]([O:25][CH3:26])=[CH:23][C:22]([C:27]3[CH:28]=[CH:29][C:30]([C:33]([NH:34][CH3:35])=[O:36])=[CH:31][CH:32]=3)=[C:21]([C:37]([N:41]3[CH2:45][CH2:44][CH2:43][CH2:42]3)=[O:38])[CH:20]=2)[CH:14]=[CH:15][C:16]=1[Cl:17])(=[O:3])[NH2:2], predict the reactants needed to synthesize it. The reactants are: [C:1]([C:4]1[CH:9]=[CH:8][CH:7]=[CH:6][C:5]=1[NH:10][C:11]1[CH:12]=[C:13]([NH:18][C:19]2[CH:20]=[C:21]([C:37](OC)=[O:38])[C:22]([C:27]3[CH:32]=[CH:31][C:30]([C:33](=[O:36])[NH:34][CH3:35])=[CH:29][CH:28]=3)=[CH:23][C:24]=2[O:25][CH3:26])[CH:14]=[CH:15][C:16]=1[Cl:17])(=[O:3])[NH2:2].[NH:41]1[CH2:45][CH2:44][CH2:43][CH2:42]1. (2) Given the product [CH:9]1([C:6]2[CH:7]=[CH:8][C:3]([CH2:1][NH2:2])=[N:4][CH:5]=2)[CH2:11][CH2:10]1, predict the reactants needed to synthesize it. The reactants are: [C:1]([C:3]1[CH:8]=[CH:7][C:6]([CH:9]2[CH2:11][CH2:10]2)=[CH:5][N:4]=1)#[N:2].